From a dataset of Reaction yield outcomes from USPTO patents with 853,638 reactions. Predict the reaction yield, written as a fraction of the theoretical maximum amount of product (1.0 means a 100% yield; for example, 0.34 means a 34% yield). (1) The reactants are [O:1]=[C:2]1[N:10]([CH2:11][CH2:12][CH3:13])[C:9]2[N:8]=[C:7]([C:14]34[CH2:21][CH2:20][C:17]([C:22]([OH:24])=O)([CH2:18][CH2:19]3)[CH2:16][CH2:15]4)[NH:6][C:5]=2[C:4](=[O:25])[N:3]1[CH2:26][CH2:27][CH3:28].C[N:30](C(ON1N=NC2C=CC=NC1=2)=[N+](C)C)C.F[P-](F)(F)(F)(F)F.C(N(CC)C(C)C)(C)C.N. The catalyst is CN(C=O)C.O1CCOCC1. The product is [O:1]=[C:2]1[N:10]([CH2:11][CH2:12][CH3:13])[C:9]2[N:8]=[C:7]([C:14]34[CH2:15][CH2:16][C:17]([C:22]([NH2:30])=[O:24])([CH2:20][CH2:21]3)[CH2:18][CH2:19]4)[NH:6][C:5]=2[C:4](=[O:25])[N:3]1[CH2:26][CH2:27][CH3:28]. The yield is 0.400. (2) The reactants are [F:1][C:2]([F:21])([F:20])[O:3][C:4]1[CH:5]=[C:6]([C:10]2[CH:15]=[CH:14][N:13]=[C:12]([CH2:16][C:17]([O-:19])=O)[CH:11]=2)[CH:7]=[CH:8][CH:9]=1.[Li+].[NH2:23][C:24]1[S:28][C:27]([CH2:29][CH2:30][CH:31]([F:43])[CH2:32][N:33]2[CH:37]=[C:36]([C:38]([O:40][CH2:41][CH3:42])=[O:39])[N:35]=[N:34]2)=[N:26][N:25]=1.C(P1(=O)OP(CCC)(=O)OP(CCC)(=O)O1)CC. The catalyst is CN(C=O)C. The product is [F:43][CH:31]([CH2:30][CH2:29][C:27]1[S:28][C:24]([NH:23][C:17](=[O:19])[CH2:16][C:12]2[CH:11]=[C:10]([C:6]3[CH:7]=[CH:8][CH:9]=[C:4]([O:3][C:2]([F:1])([F:21])[F:20])[CH:5]=3)[CH:15]=[CH:14][N:13]=2)=[N:25][N:26]=1)[CH2:32][N:33]1[CH:37]=[C:36]([C:38]([O:40][CH2:41][CH3:42])=[O:39])[N:35]=[N:34]1. The yield is 0.490. (3) The reactants are [CH3:1][NH:2][C:3]1[S:4][C@H:5]2[O:11][C@H:10]([CH2:12][OH:13])[C@@H:9]([OH:14])[C@H:8]([OH:15])[C@H:6]2[N:7]=1.CCN(C(C)C)C(C)C.[CH3:37][C:36]([O:35][C:33](O[C:33]([O:35][C:36]([CH3:39])([CH3:38])[CH3:37])=[O:34])=[O:34])([CH3:39])[CH3:38].CO. The catalyst is CN(C=O)C. The product is [OH:14][C@@H:9]1[C@@H:10]([CH2:12][OH:13])[O:11][C@H:5]2[C@H:6]([N:7]=[C:3]([N:2]([CH3:1])[C:33](=[O:34])[O:35][C:36]([CH3:37])([CH3:38])[CH3:39])[S:4]2)[C@H:8]1[OH:15]. The yield is 0.960. (4) The reactants are [C:1]([O:4][C@H:5]1[CH2:9][C@H:8]([N:10]2[CH:18]=[N:17][C:16]3[C:11]2=[N:12][CH:13]=[N:14][C:15]=3Br)[O:7][C@@H:6]1[CH2:20][O:21][Si:22]([C:25]([CH3:28])([CH3:27])[CH3:26])([CH3:24])[CH3:23])(=[O:3])[CH3:2].CCN(C(C)C)C(C)C.[C:38]1([C:44]#[CH:45])[CH:43]=[CH:42][CH:41]=[CH:40][CH:39]=1. The catalyst is CN(C=O)C.[Cu]I.Cl[Pd](Cl)([P](C1C=CC=CC=1)(C1C=CC=CC=1)C1C=CC=CC=1)[P](C1C=CC=CC=1)(C1C=CC=CC=1)C1C=CC=CC=1. The product is [C:1]([O:4][C@H:5]1[CH2:9][C@H:8]([N:10]2[CH:18]=[N:17][C:16]3[C:11]2=[N:12][CH:13]=[N:14][C:15]=3[C:45]#[C:44][C:38]2[CH:43]=[CH:42][CH:41]=[CH:40][CH:39]=2)[O:7][C@@H:6]1[CH2:20][O:21][Si:22]([C:25]([CH3:28])([CH3:27])[CH3:26])([CH3:24])[CH3:23])(=[O:3])[CH3:2]. The yield is 0.910. (5) The reactants are [CH2:1]([S:5]([C:8]1[CH:17]=[CH:16][C:11]([C:12]([O:14]C)=[O:13])=[CH:10][CH:9]=1)(=[O:7])=[O:6])[CH:2]([CH3:4])[CH3:3].[OH-].[Na+]. The yield is 0.980. The product is [CH2:1]([S:5]([C:8]1[CH:17]=[CH:16][C:11]([C:12]([OH:14])=[O:13])=[CH:10][CH:9]=1)(=[O:7])=[O:6])[CH:2]([CH3:4])[CH3:3]. The catalyst is O1CCOCC1. (6) The reactants are S(=O)(=O)(O)O.[CH3:6][C:7]1[C:13]([CH3:14])=[CH:12][CH:11]=[CH:10][C:8]=1[NH2:9].[N+:15]([O-])([OH:17])=[O:16]. No catalyst specified. The product is [CH3:6][C:7]1[C:13]([CH3:14])=[CH:12][C:11]([N+:15]([O-:17])=[O:16])=[CH:10][C:8]=1[NH2:9]. The yield is 0.529.